Predict the reaction yield, written as a fraction of the theoretical maximum amount of product (1.0 means a 100% yield; for example, 0.34 means a 34% yield). From a dataset of Reaction yield outcomes from USPTO patents with 853,638 reactions. (1) The reactants are [K].[CH3:2][O:3][C:4](=[O:17])[C:5]([O-])=[CH:6][C:7]1[CH:12]=[CH:11][N:10]=[CH:9][C:8]=1[N+:13]([O-])=O. The catalyst is [Pd].C(O)(=O)C. The product is [NH:13]1[C:8]2=[CH:9][N:10]=[CH:11][CH:12]=[C:7]2[CH:6]=[C:5]1[C:4]([O:3][CH3:2])=[O:17]. The yield is 0.640. (2) The reactants are [CH3:1][N:2]([CH3:24])[CH2:3][CH2:4][O:5][C:6]1[CH:11]=[CH:10][C:9]([C:12]2[C:20]3[C:15](=[CH:16][CH:17]=[C:18]([C:21]([NH2:23])=O)[CH:19]=3)[NH:14][N:13]=2)=[CH:8][CH:7]=1.COC(OC)[N:28]([CH3:30])C.[NH2:33]N. The catalyst is C(O)(=O)C. The product is [NH:33]1[C:21]([C:18]2[CH:19]=[C:20]3[C:15](=[CH:16][CH:17]=2)[NH:14][N:13]=[C:12]3[C:9]2[CH:10]=[CH:11][C:6]([O:5][CH2:4][CH2:3][N:2]([CH3:24])[CH3:1])=[CH:7][CH:8]=2)=[N:23][CH:30]=[N:28]1. The yield is 0.865. (3) The reactants are [NH2:1][C:2]1[CH:7]=[CH:6][N:5]=[CH:4][C:3]=1[S:8]([NH2:11])(=[O:10])=[O:9].[CH3:12][O:13][C:14](=[O:20])[CH2:15][C:16](OC)=O. No catalyst specified. The product is [CH3:12][O:13][C:14](=[O:20])[CH2:15][C:16]1[NH:1][C:2]2[CH:7]=[CH:6][N:5]=[CH:4][C:3]=2[S:8](=[O:10])(=[O:9])[N:11]=1. The yield is 0.370. (4) The reactants are Cl.[OH:2][C:3]1([C:9]#[C:10][C:11]2[CH:16]=[CH:15][CH:14]=[CH:13][C:12]=2[F:17])[CH2:8][CH2:7][NH:6][CH2:5][CH2:4]1.[O:18]=[C:19]1[C:24]([CH:25]=O)=[CH:23][CH:22]=[CH:21][NH:20]1.C(O[BH-](OC(=O)C)OC(=O)C)(=O)C.[Na+].C(=O)(O)[O-].[Na+]. The catalyst is C(OCC)(=O)C.ClCCl. The product is [OH:2][C:3]1([C:9]#[C:10][C:11]2[CH:16]=[CH:15][CH:14]=[CH:13][C:12]=2[F:17])[CH2:4][CH2:5][N:6]([CH2:25][C:24]2[C:19](=[O:18])[NH:20][CH:21]=[CH:22][CH:23]=2)[CH2:7][CH2:8]1. The yield is 0.100. (5) The reactants are [NH2:1][C@:2]12[CH2:37][CH2:36][C@@H:35]([C:38]([CH3:40])=[CH2:39])[C@@H:3]1[C@@H:4]1[C@@:17]([CH3:20])([CH2:18][CH2:19]2)[C@@:16]2([CH3:21])[C@@H:7]([C@:8]3([CH3:34])[C@@H:13]([CH2:14][CH2:15]2)[C:12]([CH3:23])([CH3:22])[C:11]([C:24]2[CH:33]=[CH:32][C:27]([C:28]([O:30][CH3:31])=[O:29])=[CH:26][CH:25]=2)=[CH:10][CH2:9]3)[CH2:6][CH2:5]1.[C:41]([O:45][CH3:46])(=[O:44])[CH:42]=[CH2:43].C(N(CC)CC)C. The catalyst is C(O)C. The product is [CH3:46][O:45][C:41](=[O:44])[CH2:42][CH2:43][NH:1][C@:2]12[CH2:37][CH2:36][C@@H:35]([C:38]([CH3:40])=[CH2:39])[C@@H:3]1[C@@H:4]1[C@@:17]([CH3:20])([CH2:18][CH2:19]2)[C@@:16]2([CH3:21])[C@@H:7]([C@:8]3([CH3:34])[C@@H:13]([CH2:14][CH2:15]2)[C:12]([CH3:22])([CH3:23])[C:11]([C:24]2[CH:25]=[CH:26][C:27]([C:28]([O:30][CH3:31])=[O:29])=[CH:32][CH:33]=2)=[CH:10][CH2:9]3)[CH2:6][CH2:5]1. The yield is 0.650.